This data is from Reaction yield outcomes from USPTO patents with 853,638 reactions. The task is: Predict the reaction yield, written as a fraction of the theoretical maximum amount of product (1.0 means a 100% yield; for example, 0.34 means a 34% yield). (1) The reactants are C([O:6][C@@H:7]([C:9]1[N:14]=[C:13]([N:15]2[CH2:20][CH2:19][N:18]3[C:21]([C:24]4[S:25][C:26]5[CH:32]=[CH:31][CH:30]=[CH:29][C:27]=5[N:28]=4)=[N:22][N:23]=[C:17]3[CH2:16]2)[CH:12]=[CH:11][N:10]=1)[CH3:8])(=O)CCC.O.[OH-].[Li+]. The catalyst is O1CCCC1.CO.O. The product is [S:25]1[C:26]2[CH:32]=[CH:31][CH:30]=[CH:29][C:27]=2[N:28]=[C:24]1[C:21]1[N:18]2[CH2:19][CH2:20][N:15]([C:13]3[CH:12]=[CH:11][N:10]=[C:9]([C@H:7]([OH:6])[CH3:8])[N:14]=3)[CH2:16][C:17]2=[N:23][N:22]=1. The yield is 1.00. (2) The reactants are C(=O)([O-])[O-].[K+].[K+].Cl[C:8]1[CH:13]=[C:12]([C:14]2[CH:15]=[CH:16][CH:17]=[C:18]3[C:22]=2[NH:21][N:20]=[C:19]3[NH2:23])[N:11]=[C:10]2[N:24]([CH3:27])[N:25]=[CH:26][C:9]=12.[CH3:28][S:29]([C:32]1[CH:37]=[CH:36][C:35]([OH:38])=[CH:34][CH:33]=1)(=[O:31])=[O:30]. The catalyst is CN(C=O)C. The product is [CH3:27][N:24]1[C:10]2=[N:11][C:12]([C:14]3[CH:15]=[CH:16][CH:17]=[C:18]4[C:22]=3[NH:21][N:20]=[C:19]4[NH2:23])=[CH:13][C:8]([O:38][C:35]3[CH:34]=[CH:33][C:32]([S:29]([CH3:28])(=[O:31])=[O:30])=[CH:37][CH:36]=3)=[C:9]2[CH:26]=[N:25]1. The yield is 0.400. (3) The reactants are [N:1]1[CH:6]=[CH:5][CH:4]=[C:3]([NH2:7])[C:2]=1[NH2:8].O[CH2:10][CH:11]([CH2:13]O)O.[N+](C1C=C(S([O-])(=O)=O)C=CC=1)([O-])=O.[Na+].S(=O)(=O)(O)O.[OH-].[Na+]. The catalyst is O. The product is [N:7]1[C:3]2[C:4](=[CH:5][CH:6]=[N:1][C:2]=2[NH2:8])[CH:13]=[CH:11][CH:10]=1. The yield is 0.390.